From a dataset of Forward reaction prediction with 1.9M reactions from USPTO patents (1976-2016). Predict the product of the given reaction. (1) Given the reactants [C:1]([O:5][C:6](=[O:25])[NH:7][C:8]1[O:9][CH2:10][C:11]([F:24])([F:23])[C@:12]([C:15]2[C:20]([F:21])=[CH:19][CH:18]=[C:17]([NH2:22])[N:16]=2)([CH3:14])[N:13]=1)([CH3:4])([CH3:3])[CH3:2].[Cl:26][C:27]1[C:28]([C:37](O)=[O:38])=[N:29][CH:30]=[C:31]([C:33]([F:36])([F:35])[F:34])[CH:32]=1.C1C=NC2N(O)N=NC=2C=1.C(Cl)CCl, predict the reaction product. The product is: [C:1]([O:5][C:6](=[O:25])[NH:7][C:8]1[O:9][CH2:10][C:11]([F:23])([F:24])[C@:12]([C:15]2[C:20]([F:21])=[CH:19][CH:18]=[C:17]([NH:22][C:37]([C:28]3[C:27]([Cl:26])=[CH:32][C:31]([C:33]([F:35])([F:34])[F:36])=[CH:30][N:29]=3)=[O:38])[N:16]=2)([CH3:14])[N:13]=1)([CH3:2])([CH3:3])[CH3:4]. (2) Given the reactants C1(C)C=CC=CC=1.[F:8][C:9]1[CH:14]=[CH:13][C:12]([N:15]=[C:16]=[O:17])=[CH:11][CH:10]=1.[C:18]1([C:24]2[O:40][C:27]3[N:28]=[CH:29][N:30]=[C:31]([O:32][C:33]4[CH:38]=[CH:37][C:36]([NH2:39])=[CH:35][CH:34]=4)[C:26]=3[CH:25]=2)[CH:23]=[CH:22][CH:21]=[CH:20][CH:19]=1, predict the reaction product. The product is: [F:8][C:9]1[CH:14]=[CH:13][C:12]([NH:15][C:16]([NH:39][C:36]2[CH:35]=[CH:34][C:33]([O:32][C:31]3[C:26]4[CH:25]=[C:24]([C:18]5[CH:23]=[CH:22][CH:21]=[CH:20][CH:19]=5)[O:40][C:27]=4[N:28]=[CH:29][N:30]=3)=[CH:38][CH:37]=2)=[O:17])=[CH:11][CH:10]=1. (3) Given the reactants Br[C:2]1[S:6][C:5]([C:7]2[CH:8]=[CH:9][C:10]3[CH2:17][CH:16]4[C:18]5([CH2:22][N:21]([CH2:23][C:24]([F:27])([F:26])[F:25])[S:20](=[O:29])(=[O:28])[NH:19]5)[CH:13]([CH2:14][CH2:15]4)[CH2:12][C:11]=3[CH:30]=2)=[N:4][CH:3]=1.[CH3:31][O:32][C:33]1[CH:38]=[CH:37][C:36](B(O)O)=[CH:35][CH:34]=1, predict the reaction product. The product is: [CH3:31][O:32][C:33]1[CH:38]=[CH:37][C:36]([C:2]2[S:6][C:5]([C:7]3[CH:8]=[CH:9][C:10]4[CH2:17][CH:16]5[C:18]6([CH2:22][N:21]([CH2:23][C:24]([F:27])([F:26])[F:25])[S:20](=[O:29])(=[O:28])[NH:19]6)[CH:13]([CH2:14][CH2:15]5)[CH2:12][C:11]=4[CH:30]=3)=[N:4][CH:3]=2)=[CH:35][CH:34]=1. (4) Given the reactants C1(CC(C2C=CC(Cl)=C(Cl)C=2)C(O)=O)CCCC1.NC1SC=C(C(N)=O)N=1.[CH:28]1([CH2:33][CH:34]([C:46]2[CH:51]=[CH:50][C:49]([Cl:52])=[C:48]([Cl:53])[CH:47]=2)[C:35]([NH:37][C:38]2[S:39][CH:40]=[C:41](C(N)=O)[N:42]=2)=[O:36])[CH2:32][CH2:31][CH2:30][CH2:29]1, predict the reaction product. The product is: [CH:28]1([CH2:33][CH:34]([C:46]2[CH:51]=[CH:50][C:49]([Cl:52])=[C:48]([Cl:53])[CH:47]=2)[C:35]([NH:37][C:38]2[S:39][CH:40]=[CH:41][N:42]=2)=[O:36])[CH2:32][CH2:31][CH2:30][CH2:29]1. (5) Given the reactants [CH2:1]([N:8]1[C:13](=[O:14])[CH2:12][O:11][C:10]([CH3:16])([CH3:15])[C@H:9]1[C:17]([OH:19])=[O:18])[C:2]1[CH:7]=[CH:6][CH:5]=[CH:4][CH:3]=1.[CH2:20](Br)[C:21]1[CH:26]=[CH:25][CH:24]=[CH:23][CH:22]=1, predict the reaction product. The product is: [CH2:1]([N:8]1[C:13](=[O:14])[CH2:12][O:11][C:10]([CH3:16])([CH3:15])[C@H:9]1[C:17]([O:19][CH2:20][C:21]1[CH:26]=[CH:25][CH:24]=[CH:23][CH:22]=1)=[O:18])[C:2]1[CH:7]=[CH:6][CH:5]=[CH:4][CH:3]=1. (6) Given the reactants [CH3:1][O:2][C:3](=[O:41])[C:4]1[CH:9]=[CH:8][C:7]([O:10][C:11]2[CH:16]=[CH:15][C:14]([C:17]3[CH:22]=[CH:21][C:20](/[CH:23]=[CH:24]/[C:25]4[N:26]([CH2:38][CH3:39])[CH:27]=[C:28]([C:30]5[CH:35]=[CH:34][C:33]([Cl:36])=[CH:32][C:31]=5[Cl:37])[N:29]=4)=[CH:19][CH:18]=3)=[CH:13][CH:12]=2)=[CH:6][C:5]=1[NH2:40].[CH3:42][S:43](Cl)(=[O:45])=[O:44], predict the reaction product. The product is: [CH3:1][O:2][C:3](=[O:41])[C:4]1[CH:9]=[CH:8][C:7]([O:10][C:11]2[CH:12]=[CH:13][C:14]([C:17]3[CH:18]=[CH:19][C:20](/[CH:23]=[CH:24]/[C:25]4[N:26]([CH2:38][CH3:39])[CH:27]=[C:28]([C:30]5[CH:35]=[CH:34][C:33]([Cl:36])=[CH:32][C:31]=5[Cl:37])[N:29]=4)=[CH:21][CH:22]=3)=[CH:15][CH:16]=2)=[CH:6][C:5]=1[NH:40][S:43]([CH3:42])(=[O:45])=[O:44].